From a dataset of Full USPTO retrosynthesis dataset with 1.9M reactions from patents (1976-2016). Predict the reactants needed to synthesize the given product. (1) Given the product [CH:24]1([N:7]([CH:1]2[CH2:2][CH2:3][CH2:4][CH2:5][CH2:6]2)[C:8](=[O:23])[NH:9][C:10]2[S:11][C:12]([S:15]([N:18]3[CH2:35][CH2:30][CH2:31][C@H:19]3[C:20]([OH:22])=[O:21])(=[O:16])=[O:17])=[CH:13][N:14]=2)[CH2:29][CH2:28][CH2:27][CH2:26][CH2:25]1, predict the reactants needed to synthesize it. The reactants are: [CH:1]1([N:7]([CH:24]2[CH2:29][CH2:28][CH2:27][CH2:26][CH2:25]2)[C:8](=[O:23])[NH:9][C:10]2[S:11][C:12]([S:15]([NH:18][CH2:19][C:20]([OH:22])=[O:21])(=[O:17])=[O:16])=[CH:13][N:14]=2)[CH2:6][CH2:5][CH2:4][CH2:3][CH2:2]1.[CH:30]1(NC2CCCCC2)[CH2:35]CCC[CH2:31]1.COC([C@@H]1CCCN1S(C1SC(N)=NC=1)(=O)=O)=O. (2) The reactants are: CN1CCN(C[N:9]2[C:17]3[C:12](=[CH:13][CH:14]=[CH:15][CH:16]=3)[CH:11]=[CH:10]2)CC1.[H-].[Na+].[C:20]1([S:26](Cl)(=[O:28])=[O:27])[CH:25]=[CH:24][CH:23]=[CH:22][CH:21]=1.[CH3:30][N:31]([CH3:34])[CH:32]=O. Given the product [C:20]1([S:26]([N:9]2[C:17]3[C:12](=[C:13]([CH2:30][N:31]4[CH2:34][CH2:32][N:31]([CH3:34])[CH2:30][CH2:32]4)[CH:14]=[CH:15][CH:16]=3)[CH:11]=[CH:10]2)(=[O:28])=[O:27])[CH:25]=[CH:24][CH:23]=[CH:22][CH:21]=1, predict the reactants needed to synthesize it. (3) Given the product [NH2:7][C:8]1[C:9]([CH2:11][CH3:12])=[CH:10][C:2]([Br:1])=[CH:3][C:4]=1[C:5]([OH:14])=[O:15], predict the reactants needed to synthesize it. The reactants are: [Br:1][C:2]1[CH:3]=[C:4]2[C:8](=[C:9]([CH2:11][CH3:12])[CH:10]=1)[NH:7]C(=O)[C:5]2=[O:14].[OH:15]O. (4) Given the product [OH:18][C:8]1([C:5]2[CH:4]=[CH:3][C:2]([C:19]#[N:20])=[N:7][CH:6]=2)[CH2:17][CH2:16][C:11]2([O:15][CH2:14][CH2:13][O:12]2)[CH2:10][CH2:9]1, predict the reactants needed to synthesize it. The reactants are: F[C:2]1[N:7]=[CH:6][C:5]([C:8]2([OH:18])[CH2:17][CH2:16][C:11]3([O:15][CH2:14][CH2:13][O:12]3)[CH2:10][CH2:9]2)=[CH:4][CH:3]=1.[C-:19]#[N:20].[K+].C1OCCOCCOCCOCCOCCOC1. (5) The reactants are: [Cl:1][C:2]1[CH:3]=[C:4]([CH:9]2[CH2:18][CH2:17][C:12]3(OCC[O:13]3)[CH2:11][CH2:10]2)[CH:5]=[CH:6][C:7]=1[F:8].S(=O)(=O)(O)O. Given the product [Cl:1][C:2]1[CH:3]=[C:4]([CH:9]2[CH2:10][CH2:11][C:12](=[O:13])[CH2:17][CH2:18]2)[CH:5]=[CH:6][C:7]=1[F:8], predict the reactants needed to synthesize it.